From a dataset of Forward reaction prediction with 1.9M reactions from USPTO patents (1976-2016). Predict the product of the given reaction. Given the reactants C(OC([NH:8][CH2:9][CH:10]1[CH2:15][N:14]2[CH:16]=[C:17]([C:19]([OH:21])=O)[N:18]=[C:13]2[CH2:12][CH2:11]1)=O)(C)(C)C.CCN(C(C)C)C(C)C.CN(C(ON1N=NC2C=CC=NC1=2)=[N+](C)C)C.F[P-](F)(F)(F)(F)F.[NH2:55][CH:56]1[CH2:61][CH2:60][CH:59]([N:62]2[C:67](=[O:68])[C:66]3[CH:69]=[C:70]([F:73])[CH:71]=[N:72][C:65]=3[N:64]([CH:74]3[CH2:79][CH2:78][S:77][CH2:76][CH2:75]3)[C:63]2=[O:80])[CH2:58][CH2:57]1, predict the reaction product. The product is: [NH2:8][CH2:9][CH:10]1[CH2:15][N:14]2[CH:16]=[C:17]([C:19]([NH:55][C@H:56]3[CH2:61][CH2:60][C@@H:59]([N:62]4[C:67](=[O:68])[C:66]5[CH:69]=[C:70]([F:73])[CH:71]=[N:72][C:65]=5[N:64]([CH:74]5[CH2:75][CH2:76][S:77][CH2:78][CH2:79]5)[C:63]4=[O:80])[CH2:58][CH2:57]3)=[O:21])[N:18]=[C:13]2[CH2:12][CH2:11]1.